This data is from Peptide-MHC class II binding affinity with 134,281 pairs from IEDB. The task is: Regression. Given a peptide amino acid sequence and an MHC pseudo amino acid sequence, predict their binding affinity value. This is MHC class II binding data. (1) The peptide sequence is LLNAKFFHMNIYECK. The MHC is DRB1_0101 with pseudo-sequence DRB1_0101. The binding affinity (normalized) is 0.512. (2) The peptide sequence is RYLEFEALGFLNEDH. The MHC is DRB1_0301 with pseudo-sequence DRB1_0301. The binding affinity (normalized) is 0.348. (3) The peptide sequence is MGGLWKYLNAVSLCIHHHHHH. The MHC is HLA-DQA10201-DQB10301 with pseudo-sequence HLA-DQA10201-DQB10301. The binding affinity (normalized) is 0. (4) The peptide sequence is RQLIKTDISMSMPKF. The MHC is HLA-DQA10501-DQB10301 with pseudo-sequence HLA-DQA10501-DQB10301. The binding affinity (normalized) is 0.464. (5) The peptide sequence is MLNWPVEAKTVVEGSD. The MHC is DRB1_0101 with pseudo-sequence DRB1_0101. The binding affinity (normalized) is 0. (6) The peptide sequence is YKSSVITLNTNAELF. The MHC is DRB1_1201 with pseudo-sequence DRB1_1201. The binding affinity (normalized) is 0.720. (7) The peptide sequence is HRLMSAAVKDERAVH. The MHC is DRB1_1501 with pseudo-sequence DRB1_1501. The binding affinity (normalized) is 0.329.